From a dataset of TCR-epitope binding with 47,182 pairs between 192 epitopes and 23,139 TCRs. Binary Classification. Given a T-cell receptor sequence (or CDR3 region) and an epitope sequence, predict whether binding occurs between them. (1) The epitope is KLGGALQAK. The TCR CDR3 sequence is CASSASYEQYF. Result: 1 (the TCR binds to the epitope). (2) The epitope is RIFTIGTVTLK. The TCR CDR3 sequence is CAAGGDHEQYF. Result: 0 (the TCR does not bind to the epitope).